Regression. Given two drug SMILES strings and cell line genomic features, predict the synergy score measuring deviation from expected non-interaction effect. From a dataset of NCI-60 drug combinations with 297,098 pairs across 59 cell lines. (1) Drug 1: CC1=C2C(C(=O)C3(C(CC4C(C3C(C(C2(C)C)(CC1OC(=O)C(C(C5=CC=CC=C5)NC(=O)OC(C)(C)C)O)O)OC(=O)C6=CC=CC=C6)(CO4)OC(=O)C)OC)C)OC. Drug 2: C1=CN(C(=O)N=C1N)C2C(C(C(O2)CO)O)O.Cl. Cell line: RXF 393. Synergy scores: CSS=21.4, Synergy_ZIP=-12.7, Synergy_Bliss=-13.2, Synergy_Loewe=-9.84, Synergy_HSA=-8.26. (2) Drug 1: CC1CCC2CC(C(=CC=CC=CC(CC(C(=O)C(C(C(=CC(C(=O)CC(OC(=O)C3CCCCN3C(=O)C(=O)C1(O2)O)C(C)CC4CCC(C(C4)OC)OCCO)C)C)O)OC)C)C)C)OC. Synergy scores: CSS=35.3, Synergy_ZIP=-3.93, Synergy_Bliss=-0.499, Synergy_Loewe=-1.36, Synergy_HSA=0.848. Cell line: MDA-MB-435. Drug 2: CC1C(C(CC(O1)OC2CC(CC3=C2C(=C4C(=C3O)C(=O)C5=C(C4=O)C(=CC=C5)OC)O)(C(=O)CO)O)N)O.Cl. (3) Synergy scores: CSS=13.4, Synergy_ZIP=-11.3, Synergy_Bliss=-3.54, Synergy_Loewe=-9.57, Synergy_HSA=-6.00. Cell line: SK-MEL-5. Drug 2: CC(C)(C#N)C1=CC(=CC(=C1)CN2C=NC=N2)C(C)(C)C#N. Drug 1: CC1OCC2C(O1)C(C(C(O2)OC3C4COC(=O)C4C(C5=CC6=C(C=C35)OCO6)C7=CC(=C(C(=C7)OC)O)OC)O)O.